From a dataset of Full USPTO retrosynthesis dataset with 1.9M reactions from patents (1976-2016). Predict the reactants needed to synthesize the given product. (1) Given the product [NH2:8][C:6]1[CH:7]=[CH:2][CH:3]=[C:4]([F:12])[C:5]=1[OH:11], predict the reactants needed to synthesize it. The reactants are: Br[C:2]1[CH:7]=[C:6]([N+:8]([O-])=O)[C:5]([OH:11])=[C:4]([F:12])[CH:3]=1. (2) Given the product [CH2:46]([O:45][C:43]([N:21]([CH2:22][C:23]1[N:33]([CH2:34][C:35]([OH:37])=[O:36])[C:26]2[CH:27]=[CH:28][C:29]([C:31]#[N:32])=[CH:30][C:25]=2[N:24]=1)[C:18]1[CH:19]=[CH:20][C:15]([O:14][CH:11]2[CH2:10][CH2:9][N:8]([C:6]([O:5][C:1]([CH3:4])([CH3:2])[CH3:3])=[O:7])[CH2:13][CH2:12]2)=[CH:16][CH:17]=1)=[O:44])[C:47]1[CH:48]=[CH:49][CH:50]=[CH:51][CH:52]=1, predict the reactants needed to synthesize it. The reactants are: [C:1]([O:5][C:6]([N:8]1[CH2:13][CH2:12][CH:11]([O:14][C:15]2[CH:20]=[CH:19][C:18]([N:21]([C:43]([O:45][CH2:46][C:47]3[CH:52]=[CH:51][CH:50]=[CH:49][CH:48]=3)=[O:44])[CH2:22][C:23](=O)[NH:24][C:25]3[CH:30]=[C:29]([C:31]#[N:32])[CH:28]=[CH:27][C:26]=3[NH:33][CH2:34][C:35]([O:37]C(C)(C)C)=[O:36])=[CH:17][CH:16]=2)[CH2:10][CH2:9]1)=[O:7])([CH3:4])([CH3:3])[CH3:2]. (3) Given the product [ClH:48].[F:31][C:32]([F:41])([F:42])[C:33]1[CH:34]=[C:35]([CH:38]=[CH:39][CH:40]=1)[CH2:36][N:9]([CH2:8][CH:7]([C:1]1[CH:2]=[CH:3][CH:4]=[CH:5][CH:6]=1)[C:25]1[CH:26]=[CH:27][CH:28]=[CH:29][CH:30]=1)[CH2:10][CH2:11][C@@H:12]([CH3:24])[O:13][C:14]1[CH:15]=[C:16]([CH2:20][C:21]([OH:23])=[O:22])[CH:17]=[CH:18][CH:19]=1, predict the reactants needed to synthesize it. The reactants are: [C:1]1([CH:7]([C:25]2[CH:30]=[CH:29][CH:28]=[CH:27][CH:26]=2)[CH2:8][NH:9][CH2:10][CH2:11][C@@H:12]([CH3:24])[O:13][C:14]2[CH:15]=[C:16]([CH2:20][C:21]([OH:23])=[O:22])[CH:17]=[CH:18][CH:19]=2)[CH:6]=[CH:5][CH:4]=[CH:3][CH:2]=1.[F:31][C:32]([F:42])([F:41])[C:33]1[CH:34]=[C:35]([CH:38]=[CH:39][CH:40]=1)[CH:36]=O.COC(=O)C.[Cl:48]C1C(C(F)(F)F)=CC=CC=1C=O.Cl.CCOCC. (4) Given the product [NH:1]1[C:5]2[CH:6]=[C:7]([N:10]3[C@@H:14]([C:15]4[CH:20]=[CH:19][CH:18]=[C:17]([F:21])[C:16]=4[F:22])[C:13]([CH3:23])=[C:12]([O:24][CH3:25])[C:11]3=[O:26])[CH:8]=[CH:9][C:4]=2[N:3]=[CH:2]1, predict the reactants needed to synthesize it. The reactants are: [NH:1]1[C:5]2[CH:6]=[C:7]([N:10]3[CH:14]([C:15]4[CH:20]=[CH:19][CH:18]=[C:17]([F:21])[C:16]=4[F:22])[C:13]([CH3:23])=[C:12]([O:24][CH3:25])[C:11]3=[O:26])[CH:8]=[CH:9][C:4]=2[N:3]=[CH:2]1.C([O-])(=O)C.[NH4+]. (5) Given the product [CH2:26]([C:2]1[CH2:4][C:3]=1[CH2:5][CH2:6][CH2:7][CH2:8][CH3:9])[CH:27]=[CH:28][CH2:29][CH3:30], predict the reactants needed to synthesize it. The reactants are: Br[C:2]1(Br)[CH2:4][C:3]1(Br)[CH2:5][CH2:6][CH2:7][CH2:8][CH3:9].C([Li])CCC.CN(C)CCN(C)C.Br[CH2:26][CH:27]=[CH:28][CH2:29][CH3:30]. (6) Given the product [CH3:1][C:2]1[CH:11]=[CH:10][C:5]([CH2:6][OH:7])=[C:4]([O:12][C@H:13]([CH2:15][CH:16]=[CH2:17])[CH3:14])[CH:3]=1, predict the reactants needed to synthesize it. The reactants are: [CH3:1][C:2]1[CH:11]=[CH:10][C:5]([C:6](OC)=[O:7])=[C:4]([O:12][C@H:13]([CH2:15][CH:16]=[CH2:17])[CH3:14])[CH:3]=1.[H-].[Al+3].[Li+].[H-].[H-].[H-].C(OCC)(=O)C.[NH4+].[Cl-]. (7) Given the product [Cl:51][C@H:50]([CH2:30][CH3:31])[C:48]([N:35]1[C:36]2[C:41](=[CH:40][CH:39]=[C:38]([C:42]#[N:43])[CH:37]=2)[C:33]([CH3:44])([CH3:32])[CH2:34]1)=[O:49], predict the reactants needed to synthesize it. The reactants are: CN(C(ON1N=NC2C=CC=CC1=2)=[N+](C)C)C.F[P-](F)(F)(F)(F)F.C(N([CH2:30][CH3:31])CC)C.[CH3:32][C:33]1([CH3:44])[C:41]2[C:36](=[CH:37][C:38]([C:42]#[N:43])=[CH:39][CH:40]=2)[NH:35][CH2:34]1.CN([CH:48]=[O:49])C.[CH2:50](Cl)[Cl:51]. (8) The reactants are: [CH2:1]([N:8]1[C:13](=[O:14])[C:12]([C:15]([OH:17])=[O:16])=[CH:11][C:10]2[CH:18]([CH3:27])[O:19][C:20]3[CH:21]=[C:22](Cl)[CH:23]=[CH:24][C:25]=3[C:9]1=2)[C:2]1[CH:7]=[CH:6][CH:5]=[CH:4][CH:3]=1.C(O[Na])(C)(C)C.[NH:34]1[CH2:38][CH2:37][CH2:36][CH2:35]1. Given the product [CH2:1]([N:8]1[C:13](=[O:14])[C:12]([C:15]([OH:17])=[O:16])=[CH:11][C:10]2[CH:18]([CH3:27])[O:19][C:20]3[CH:21]=[C:22]([N:34]4[CH2:38][CH2:37][CH2:36][CH2:35]4)[CH:23]=[CH:24][C:25]=3[C:9]1=2)[C:2]1[CH:7]=[CH:6][CH:5]=[CH:4][CH:3]=1, predict the reactants needed to synthesize it.